Predict the product of the given reaction. From a dataset of Forward reaction prediction with 1.9M reactions from USPTO patents (1976-2016). (1) Given the reactants [Cl:1][C:2]1[CH:7]=[CH:6][C:5]([C:8]2[N:9]=[C:10]([C:24]([O:26][C:27]([CH3:30])([CH3:29])[CH3:28])=[O:25])[C:11]([C:21](O)=[O:22])=[N:12][C:13]=2[C:14]2[CH:19]=[CH:18][C:17]([Cl:20])=[CH:16][CH:15]=2)=[CH:4][CH:3]=1.[NH2:31][C:32]1([CH2:37][OH:38])[CH2:36][CH2:35][CH2:34][CH2:33]1.C(N(CC)CC)C.C1CN([P+](ON2N=NC3C=CC=CC2=3)(N2CCCC2)N2CCCC2)CC1.F[P-](F)(F)(F)(F)F, predict the reaction product. The product is: [C:27]([O:26][C:24]([C:10]1[C:11]([C:21](=[O:22])[NH:31][C:32]2([CH2:37][OH:38])[CH2:36][CH2:35][CH2:34][CH2:33]2)=[N:12][C:13]([C:14]2[CH:19]=[CH:18][C:17]([Cl:20])=[CH:16][CH:15]=2)=[C:8]([C:5]2[CH:4]=[CH:3][C:2]([Cl:1])=[CH:7][CH:6]=2)[N:9]=1)=[O:25])([CH3:28])([CH3:30])[CH3:29]. (2) Given the reactants [NH2:1][C:2](=O)[CH2:3][C:4]1[C:5]([Cl:33])=[N:6][C:7]([CH2:13][C:14]2[CH:19]=[CH:18][C:17]([NH:20][C:21]([C:23]3[CH:32]=[CH:31][C:30]4[C:25](=[CH:26][CH:27]=[CH:28][CH:29]=4)[CH:24]=3)=[O:22])=[CH:16][CH:15]=2)=[N:8][C:9]=1[N:10]([CH3:12])[CH3:11].FC(F)(F)C(OC(=O)C(F)(F)F)=O, predict the reaction product. The product is: [Cl:33][C:5]1[C:4]([CH2:3][C:2]#[N:1])=[C:9]([N:10]([CH3:12])[CH3:11])[N:8]=[C:7]([CH2:13][C:14]2[CH:19]=[CH:18][C:17]([NH:20][C:21]([C:23]3[CH:32]=[CH:31][C:30]4[C:25](=[CH:26][CH:27]=[CH:28][CH:29]=4)[CH:24]=3)=[O:22])=[CH:16][CH:15]=2)[N:6]=1. (3) Given the reactants [CH2:1]([O:8][CH2:9][CH2:10][CH2:11][C:12]1[CH:13]=[N:14][CH:15]=[CH:16][CH:17]=1)[C:2]1[CH:7]=[CH:6][CH:5]=[CH:4][CH:3]=1.[OH:18]O.O, predict the reaction product. The product is: [CH2:1]([O:8][CH2:9][CH2:10][CH2:11][C:12]1[CH:13]=[N+:14]([O-:18])[CH:15]=[CH:16][CH:17]=1)[C:2]1[CH:3]=[CH:4][CH:5]=[CH:6][CH:7]=1. (4) Given the reactants [C:1]([C:3]1[CH:4]=[CH:5][C:6]([C:9]2[C:13]([C:14]3[CH:19]=[CH:18][N:17]=[CH:16][CH:15]=3)=[CH:12][N:11]([CH3:20])[N:10]=2)=[N:7][CH:8]=1)#[CH:2].Br[C:22]1[CH:31]=[CH:30][C:29]2[C:24](=[CH:25][CH:26]=[CH:27][CH:28]=2)[N:23]=1.O, predict the reaction product. The product is: [CH3:20][N:11]1[CH:12]=[C:13]([C:14]2[CH:15]=[CH:16][N:17]=[CH:18][CH:19]=2)[C:9]([C:6]2[N:7]=[CH:8][C:3]([C:1]#[C:2][C:22]3[CH:31]=[CH:30][C:29]4[C:24](=[CH:25][CH:26]=[CH:27][CH:28]=4)[N:23]=3)=[CH:4][CH:5]=2)=[N:10]1. (5) The product is: [Br:16][CH2:17][C:18]([NH:2][C@H:3]([C:8]([O:10][CH:11]1[CH2:12][CH2:13][CH2:14][CH2:15]1)=[O:9])[CH2:4][CH:5]([CH3:7])[CH3:6])=[O:19]. Given the reactants Cl.[NH2:2][C@H:3]([C:8]([O:10][CH:11]1[CH2:15][CH2:14][CH2:13][CH2:12]1)=[O:9])[CH2:4][CH:5]([CH3:7])[CH3:6].[Br:16][CH2:17][C:18](Cl)=[O:19], predict the reaction product. (6) The product is: [Si:29]([O:1][C:2]1[CH:3]=[CH:4][C:5]([CH2:8][CH2:9][C:10]([O:12][CH2:13][C:14]2[CH:15]=[CH:16][CH:17]=[CH:18][CH:19]=2)=[O:11])=[CH:6][CH:7]=1)([C:25]([CH3:28])([CH3:27])[CH3:26])([CH3:31])[CH3:30]. Given the reactants [OH:1][C:2]1[CH:7]=[CH:6][C:5]([CH2:8][CH2:9][C:10]([O:12][CH2:13][C:14]2[CH:19]=[CH:18][CH:17]=[CH:16][CH:15]=2)=[O:11])=[CH:4][CH:3]=1.N1C=CN=C1.[C:25]([Si:29](Cl)([CH3:31])[CH3:30])([CH3:28])([CH3:27])[CH3:26], predict the reaction product. (7) Given the reactants [Cl:1][C:2]1[CH:7]=[C:6]([Cl:8])[CH:5]=[CH:4][C:3]=1B(O)O.I[C:13]1[CH:14]=[C:15]([CH:17]=[CH:18][CH:19]=1)[NH2:16].C(=O)([O-])[O-].[Na+].[Na+].C1(C)C=CC=CC=1, predict the reaction product. The product is: [Cl:1][C:2]1[CH:7]=[C:6]([Cl:8])[CH:5]=[CH:4][C:3]=1[C:13]1[CH:14]=[C:15]([CH:17]=[CH:18][CH:19]=1)[NH2:16]. (8) Given the reactants [CH:1]([C:4]1[CH:5]=[CH:6][C:7]([O:22][CH3:23])=[C:8]([C:10]2[CH:15]=[CH:14][C:13]([C:16]([F:19])([F:18])[F:17])=[CH:12][C:11]=2[CH2:20][NH2:21])[CH:9]=1)([CH3:3])[CH3:2].[Br:24][C:25]1[CH:26]=[N:27][C:28](Cl)=[N:29][CH:30]=1.C(N(CC)C(C)C)(C)C, predict the reaction product. The product is: [Br:24][C:25]1[CH:26]=[N:27][C:28]([NH:21][CH2:20][C:11]2[CH:12]=[C:13]([C:16]([F:17])([F:18])[F:19])[CH:14]=[CH:15][C:10]=2[C:8]2[CH:9]=[C:4]([CH:1]([CH3:3])[CH3:2])[CH:5]=[CH:6][C:7]=2[O:22][CH3:23])=[N:29][CH:30]=1. (9) Given the reactants Cl[C:2]1[CH:7]=[C:6]([N:8]([CH2:17][O:18][CH2:19][CH2:20][Si:21]([CH3:24])([CH3:23])[CH3:22])[CH2:9][O:10][CH2:11][CH2:12][Si:13]([CH3:16])([CH3:15])[CH3:14])[N:5]2[N:25]=[CH:26][CH:27]=[C:4]2[N:3]=1.C([Sn]([C:41]#[N:42])(CCCC)CCCC)CCC, predict the reaction product. The product is: [CH3:14][Si:13]([CH3:16])([CH3:15])[CH2:12][CH2:11][O:10][CH2:9][N:8]([CH2:17][O:18][CH2:19][CH2:20][Si:21]([CH3:24])([CH3:23])[CH3:22])[C:6]1[N:5]2[N:25]=[CH:26][CH:27]=[C:4]2[N:3]=[C:2]([C:41]#[N:42])[CH:7]=1.